From a dataset of Reaction yield outcomes from USPTO patents with 853,638 reactions. Predict the reaction yield, written as a fraction of the theoretical maximum amount of product (1.0 means a 100% yield; for example, 0.34 means a 34% yield). (1) The reactants are [Cl:1][C:2]1[CH:7]=[CH:6][C:5]([CH2:8][CH2:9][CH2:10]C(O)=O)=[C:4](O)[C:3]=1[F:15].[C:16](=[O:19])([O-])[O-:17].[K+].[K+].S([O:27][CH3:28])(OC)(=O)=O.[CH3:29]C(C)=O. No catalyst specified. The product is [CH3:29][O:17][C:16](=[O:19])[CH2:10][CH2:9][CH2:8][C:5]1[CH:6]=[CH:7][C:2]([Cl:1])=[C:3]([F:15])[C:4]=1[O:27][CH3:28]. The yield is 0.830. (2) The reactants are CS(O[CH2:6][CH2:7][O:8][C:9]1[C:17]2[C:12](=[N:13][CH:14]=[N:15][C:16]=2[NH:18][C:19]2[CH:24]=[CH:23][C:22]([O:25][CH2:26][C:27]3[CH:32]=[CH:31][CH:30]=[CH:29][N:28]=3)=[C:21]([O:33][CH3:34])[CH:20]=2)[NH:11][N:10]=1)(=O)=O.[NH:35]1[CH2:39][CH2:38][CH2:37][C@@H:36]1[CH2:40][OH:41]. No catalyst specified. The product is [CH3:34][O:33][C:21]1[CH:20]=[C:19]([NH:18][C:16]2[N:15]=[CH:14][N:13]=[C:12]3[NH:11][N:10]=[C:9]([O:8][CH2:7][CH2:6][N:35]4[CH2:39][CH2:38][CH2:37][C@@H:36]4[CH2:40][OH:41])[C:17]=23)[CH:24]=[CH:23][C:22]=1[O:25][CH2:26][C:27]1[CH:32]=[CH:31][CH:30]=[CH:29][N:28]=1. The yield is 0.470. (3) The reactants are CN(C(ON1N=NC2C=CC=NC1=2)=[N+](C)C)C.F[P-](F)(F)(F)(F)F.[NH2:25][C:26]1[CH:31]=[CH:30][C:29]([CH:32]([C:34]2[C:43]3[C:38](=[CH:39][C:40]([O:44][CH3:45])=[CH:41][CH:42]=3)[N:37]=[CH:36][CH:35]=2)[OH:33])=[CH:28][CH:27]=1.[CH3:46][C:47]1[N:51]([CH2:52][CH2:53][CH3:54])[N:50]([C:55]2[CH:60]=[CH:59][CH:58]=[CH:57][CH:56]=2)[C:49](=[O:61])[C:48]=1[C:62](O)=[O:63].C([O-])([O-])=O.[K+].[K+].[OH-].[Na+]. The catalyst is CN(C=O)C.ClCCl. The product is [OH:33][CH:32]([C:34]1[C:43]2[C:38](=[CH:39][C:40]([O:44][CH3:45])=[CH:41][CH:42]=2)[N:37]=[CH:36][CH:35]=1)[C:29]1[CH:28]=[CH:27][C:26]([NH:25][C:62]([C:48]2[C:49](=[O:61])[N:50]([C:55]3[CH:56]=[CH:57][CH:58]=[CH:59][CH:60]=3)[N:51]([CH2:52][CH2:53][CH3:54])[C:47]=2[CH3:46])=[O:63])=[CH:31][CH:30]=1. The yield is 0.907. (4) The reactants are [NH:1]1[CH2:6][CH:5]=[C:4]([C:7]2[C:15]3[C:10](=[CH:11][CH:12]=[C:13]([C:16]#[N:17])[CH:14]=3)[NH:9][CH:8]=2)[CH2:3][CH2:2]1.Br[C:19]1[C:24]([O:25][CH2:26][C@@H:27]2[CH2:29][O:28]2)=[CH:23][CH:22]=[CH:21][N:20]=1.CC1C=CC(P(C2C=CC3C(=CC=CC=3)C=2C2C3C(=CC=CC=3)C=CC=2P(C2C=CC(C)=CC=2)C2C=CC(C)=CC=2)C2C=CC(C)=CC=2)=CC=1.C(=O)([O-])[O-].[K+].[K+]. The catalyst is CS(C)=O.C1(C)C=CC=CC=1.C([O-])(=O)C.[Pd+2].C([O-])(=O)C. The product is [O:25]1[C:24]2[C:19](=[N:20][CH:21]=[CH:22][CH:23]=2)[O:28][CH:27]([CH2:29][N:1]2[CH2:2][CH:3]=[C:4]([C:7]3[C:15]4[C:10](=[CH:11][CH:12]=[C:13]([C:16]#[N:17])[CH:14]=4)[NH:9][CH:8]=3)[CH2:5][CH2:6]2)[CH2:26]1. The yield is 0.420. (5) The reactants are [F:1][C:2]1[CH:7]=[CH:6][C:5]([N:8]2[CH2:13][CH2:12][N:11]([S:14]([C:17]3[CH:18]=[C:19]([N:23]4[CH2:28][CH2:27][N:26](C(OC(C)(C)C)=O)[CH2:25][CH2:24]4)[CH:20]=[CH:21][CH:22]=3)(=[O:16])=[O:15])[C@H:10]([CH3:36])[CH2:9]2)=[C:4]([C:37]([F:40])([F:39])[F:38])[CH:3]=1.C(O)(C(F)(F)F)=O.N. The catalyst is C(Cl)Cl. The product is [F:1][C:2]1[CH:7]=[CH:6][C:5]([N:8]2[CH2:13][CH2:12][N:11]([S:14]([C:17]3[CH:22]=[CH:21][CH:20]=[C:19]([N:23]4[CH2:28][CH2:27][NH:26][CH2:25][CH2:24]4)[CH:18]=3)(=[O:16])=[O:15])[C@H:10]([CH3:36])[CH2:9]2)=[C:4]([C:37]([F:39])([F:38])[F:40])[CH:3]=1. The yield is 0.990. (6) The reactants are [CH3:1][C:2]1[C:6]([C:7]2[CH:8]=[C:9]3[N:18]([CH3:19])[CH:17]=[CH:16][C:10]3=[N:11][C:12]=2[C@@H:13]([NH2:15])[CH3:14])=[C:5]([CH3:20])[O:4][N:3]=1.[NH2:21][C:22]1[N:27]=[C:26]([NH2:28])[C:25]([C:29]#[N:30])=[C:24](Cl)[N:23]=1.C(N(C(C)C)C(C)C)C. The catalyst is C(#N)C. The product is [NH2:21][C:22]1[N:27]=[C:26]([NH2:28])[C:25]([C:29]#[N:30])=[C:24]([NH:15][C@H:13]([C:12]2[N:11]=[C:10]3[CH:16]=[CH:17][N:18]([CH3:19])[C:9]3=[CH:8][C:7]=2[C:6]2[C:2]([CH3:1])=[N:3][O:4][C:5]=2[CH3:20])[CH3:14])[N:23]=1. The yield is 0.560. (7) The reactants are FC(F)(F)C(O)=O.C(OC([N:15]1[CH2:20][CH2:19][CH:18]([NH:21][C:22]2[CH:27]=[CH:26][CH:25]=[CH:24][C:23]=2[O:28][C:29]2[CH:34]=[CH:33][C:32]([Cl:35])=[CH:31][C:30]=2[Cl:36])[CH2:17][CH2:16]1)=O)(C)(C)C.C([O-])([O-])=O.[K+].[K+].O. The catalyst is C(Cl)Cl. The product is [Cl:36][C:30]1[CH:31]=[C:32]([Cl:35])[CH:33]=[CH:34][C:29]=1[O:28][C:23]1[CH:24]=[CH:25][CH:26]=[CH:27][C:22]=1[NH:21][CH:18]1[CH2:19][CH2:20][NH:15][CH2:16][CH2:17]1. The yield is 0.970.